From a dataset of Experimentally validated miRNA-target interactions with 360,000+ pairs, plus equal number of negative samples. Binary Classification. Given a miRNA mature sequence and a target amino acid sequence, predict their likelihood of interaction. (1) The miRNA is hsa-miR-27b-3p with sequence UUCACAGUGGCUAAGUUCUGC. The protein sequence of the target gene is MGTRAFSHDSIFIPDGGAESEQTVQAMSQDNILGKVKTLQQQLGKNIKFGQRSPNAIPMNKANSGEASLEEDLFLTSPMEIVTQQDIVLSDAENKSSDTPSSLSPLNLPGAGSEMEEKVAPVKPSRPKRHFSSAGTIESVNLDAIPLAIARLDNSAAKHKLAVKPKKQRVSKKHRRLAQDPQHEQGGLESRPCLDQNGHPGEDKPTWHEEEPNPLDSEEERRRQEDYWRELEAKCKRQKAEAAEKRRLEEQRLQALERRLWEENRRQELLEEEGEGQEPPLEAERAPREEQQRSLEAPGW.... Result: 1 (interaction). (2) The miRNA is hsa-miR-3941 with sequence UUACACACAACUGAGGAUCAUA. The protein sequence of the target gene is MGLEKPQSKLEGGMHPQLIPSVIAVVFILLLSVCFIASCLVTHHNFSRCKRGTGVHKLEHHAKLKCIKEKSELKSAEGSTWNCCPIDWRAFQSNCYFPLTDNKTWAESERNCSGMGAHLMTISTEAEQNFIIQFLDRRLSYFLGLRDENAKGQWRWVDQTPFNPRRVFWHKNEPDNSQGENCVVLVYNQDKWAWNDVPCNFEASRICKIPGTTLN. Result: 1 (interaction). (3) The miRNA is mmu-miR-546 with sequence AUGGUGGCACGGAGUC. The protein sequence of the target gene is MVHCAGCKRPILDRFLLNVLDRAWHVKCVQCCECKCNLTEKCFSREGKLYCKNDFFRCFGTKCAGCAQGISPSDLVRRARSKVFHLNCFTCMMCNKQLSTGEELYIIDENKFVCKEDYLSNSSVAKENSLHSATTGSDPSLSPDSQDPSQDDAKDSESANVSDKEAGSNENDDQNLGAKRRGPRTTIKAKQLETLKAAFAATPKPTRHIREQLAQETGLNMRVIQVWFQNRRSKERRMKQLSALGARRHAFFRSPRRMRPLVDRLEPGELIPNGPFSFYGDYQSEYYGPGGNYDFFPQGP.... Result: 0 (no interaction). (4) The miRNA is rno-miR-140-3p with sequence UACCACAGGGUAGAACCACGG. The protein sequence of the target gene is MNFIKDNSRALIQRMGMTVIKQITDDLFVWNVLNREEVNIICCEKVEQDAARGIIHMILKKGSESCNLFLKSLKEWNYPLFQDLNGQSLFHQTSEGDLDDLAQDLKDLYHTPSFLNFYPLGEDIDIIFNLKSTFTEPVLWRKDQHHHRVEQLTLNGLLQALQSPCIIEGESGKGKSTLLQRIAMLWGSGKCKALTKFKFVFFLRLSRAQGGLFETLCDQLLDIPGTIRKQTFMAMLLKLRQRVLFLLDGYNEFKPQNCPEIEALIKENHRFKNMVIVTTTTECLRHIRQFGALTAEVGDM.... Result: 0 (no interaction).